Dataset: NCI-60 drug combinations with 297,098 pairs across 59 cell lines. Task: Regression. Given two drug SMILES strings and cell line genomic features, predict the synergy score measuring deviation from expected non-interaction effect. (1) Drug 1: C1=NC2=C(N=C(N=C2N1C3C(C(C(O3)CO)O)O)F)N. Drug 2: CC1=C2C(C(=O)C3(C(CC4C(C3C(C(C2(C)C)(CC1OC(=O)C(C(C5=CC=CC=C5)NC(=O)C6=CC=CC=C6)O)O)OC(=O)C7=CC=CC=C7)(CO4)OC(=O)C)O)C)OC(=O)C. Cell line: SNB-19. Synergy scores: CSS=13.8, Synergy_ZIP=-4.03, Synergy_Bliss=3.77, Synergy_Loewe=-16.8, Synergy_HSA=-1.87. (2) Drug 1: C1=C(C(=O)NC(=O)N1)N(CCCl)CCCl. Drug 2: C1CN(CCN1C(=O)CCBr)C(=O)CCBr. Cell line: LOX IMVI. Synergy scores: CSS=43.6, Synergy_ZIP=1.44, Synergy_Bliss=1.21, Synergy_Loewe=0.339, Synergy_HSA=5.95. (3) Drug 1: CC(C)(C#N)C1=CC(=CC(=C1)CN2C=NC=N2)C(C)(C)C#N. Drug 2: CC1CCCC2(C(O2)CC(NC(=O)CC(C(C(=O)C(C1O)C)(C)C)O)C(=CC3=CSC(=N3)C)C)C. Cell line: A498. Synergy scores: CSS=33.2, Synergy_ZIP=-5.53, Synergy_Bliss=-7.57, Synergy_Loewe=-5.76, Synergy_HSA=-2.81. (4) Drug 1: CC1C(C(CC(O1)OC2CC(CC3=C2C(=C4C(=C3O)C(=O)C5=C(C4=O)C(=CC=C5)OC)O)(C(=O)C)O)N)O.Cl. Drug 2: C(=O)(N)NO. Cell line: UACC62. Synergy scores: CSS=20.1, Synergy_ZIP=-5.36, Synergy_Bliss=1.63, Synergy_Loewe=-0.410, Synergy_HSA=3.15. (5) Drug 1: C1C(C(OC1N2C=C(C(=O)NC2=O)F)CO)O. Drug 2: C1C(C(OC1N2C=NC3=C(N=C(N=C32)Cl)N)CO)O. Cell line: NCI-H460. Synergy scores: CSS=51.2, Synergy_ZIP=0.827, Synergy_Bliss=1.01, Synergy_Loewe=-13.2, Synergy_HSA=3.47. (6) Drug 1: C1=NC(=NC(=O)N1C2C(C(C(O2)CO)O)O)N. Cell line: M14. Synergy scores: CSS=23.6, Synergy_ZIP=-7.18, Synergy_Bliss=-1.90, Synergy_Loewe=-4.53, Synergy_HSA=-3.55. Drug 2: CC1CCC2CC(C(=CC=CC=CC(CC(C(=O)C(C(C(=CC(C(=O)CC(OC(=O)C3CCCCN3C(=O)C(=O)C1(O2)O)C(C)CC4CCC(C(C4)OC)OCCO)C)C)O)OC)C)C)C)OC.